This data is from Catalyst prediction with 721,799 reactions and 888 catalyst types from USPTO. The task is: Predict which catalyst facilitates the given reaction. (1) Reactant: [OH:1][CH2:2][CH:3]1[CH2:8][CH2:7][NH:6][CH2:5][CH2:4]1.C(N(CC)CC)C.[C:16]([O:20][C:21](O[C:21]([O:20][C:16]([CH3:19])([CH3:18])[CH3:17])=[O:22])=[O:22])([CH3:19])([CH3:18])[CH3:17]. Product: [C:16]([O:20][C:21]([N:6]1[CH2:7][CH2:8][CH:3]([CH2:2][OH:1])[CH2:4][CH2:5]1)=[O:22])([CH3:19])([CH3:18])[CH3:17]. The catalyst class is: 2. (2) Reactant: [NH2:1][C:2]1[N:3]=[C:4]2[CH:9]=[CH:8][C:7]([O:10][C:11]3[CH:12]=[C:13]([NH:17][C:18](=[O:29])[C:19]4[CH:24]=[CH:23][CH:22]=[C:21]([C:25]([F:28])([F:27])[F:26])[CH:20]=4)[CH:14]=[CH:15][CH:16]=3)=[N:6][N:5]2[CH:30]=1.[C:31](Cl)(=[O:34])[O:32][CH3:33].C(N(CC)CC)C. Product: [CH3:33][O:32][C:31](=[O:34])[NH:1][C:2]1[N:3]=[C:4]2[CH:9]=[CH:8][C:7]([O:10][C:11]3[CH:16]=[CH:15][CH:14]=[C:13]([NH:17][C:18](=[O:29])[C:19]4[CH:24]=[CH:23][CH:22]=[C:21]([C:25]([F:28])([F:27])[F:26])[CH:20]=4)[CH:12]=3)=[N:6][N:5]2[CH:30]=1. The catalyst class is: 7. (3) Product: [NH2:1][C:2]1[C:7]2=[C:8]([C:18]3[CH:23]=[CH:22][C:21]([NH:24][C:34]4[NH:33][C:37]5=[N:40][CH:41]=[C:42]([Cl:46])[CH:43]=[C:36]5[N:35]=4)=[C:20]([F:25])[CH:19]=3)[C:9]([C:11]([NH:13][C:14]([CH3:17])([CH3:16])[CH3:15])=[O:12])=[CH:10][N:6]2[N:5]=[CH:4][N:3]=1. The catalyst class is: 3. Reactant: [NH2:1][C:2]1[C:7]2=[C:8]([C:18]3[CH:23]=[CH:22][C:21]([NH2:24])=[C:20]([F:25])[CH:19]=3)[C:9]([C:11]([NH:13][C:14]([CH3:17])([CH3:16])[CH3:15])=[O:12])=[CH:10][N:6]2[N:5]=[CH:4][N:3]=1.C([N:33]1[CH:37]=[CH:36][N:35]=[CH:34]1)([N:33]1[CH:37]=[CH:36][N:35]=[CH:34]1)=S.NC1C(N)=[CH:43][C:42]([Cl:46])=[CH:41][N:40]=1.C(N=C=NC(C)C)(C)C. (4) Reactant: [Mg].[H-].C([Al+]CC(C)C)C(C)C.Br[C:13]1[CH:18]=[CH:17][C:16]([C:19]([F:22])([F:21])[F:20])=[CH:15][CH:14]=1.[N:23]1[C:32]2[C:31](=[O:33])[CH2:30][CH2:29][CH2:28][C:27]=2[CH:26]=[CH:25][CH:24]=1. Product: [F:20][C:19]([F:22])([F:21])[C:16]1[CH:17]=[CH:18][C:13]([C:31]2([OH:33])[C:32]3[N:23]=[CH:24][CH:25]=[CH:26][C:27]=3[CH2:28][CH2:29][CH2:30]2)=[CH:14][CH:15]=1. The catalyst class is: 1. (5) Reactant: C([O:5][C:6](=[O:33])[CH2:7][N:8]1[C:16]2[C:11](=[CH:12][CH:13]=[C:14]([C:17]([O:19][CH3:20])=[O:18])[CH:15]=2)[C:10]([CH:21]2[CH2:26][CH2:25][CH2:24][CH2:23][CH2:22]2)=[C:9]1[C:27]1[CH:32]=[CH:31][CH:30]=[CH:29][CH:28]=1)(C)(C)C.C(O)(C(F)(F)F)=O. Product: [CH:21]1([C:10]2[C:11]3[C:16](=[CH:15][C:14]([C:17]([O:19][CH3:20])=[O:18])=[CH:13][CH:12]=3)[N:8]([CH2:7][C:6]([OH:33])=[O:5])[C:9]=2[C:27]2[CH:32]=[CH:31][CH:30]=[CH:29][CH:28]=2)[CH2:22][CH2:23][CH2:24][CH2:25][CH2:26]1. The catalyst class is: 34. (6) Reactant: [Cl:1][C:2]1[CH:3]=[CH:4][C:5]([O:18][CH2:19][C:20]2[CH:25]=[CH:24][C:23]([Cl:26])=[CH:22][C:21]=2[F:27])=[C:6]([CH2:8][C:9]2[N:14]=[C:13]([C:15](O)=[O:16])[CH:12]=[CH:11][CH:10]=2)[CH:7]=1.[C:28]1([S:34]([NH2:37])(=[O:36])=[O:35])[CH:33]=[CH:32][CH:31]=[CH:30][CH:29]=1.Cl.CN(C)CCCN=C=NCC. Product: [Cl:1][C:2]1[CH:3]=[CH:4][C:5]([O:18][CH2:19][C:20]2[CH:25]=[CH:24][C:23]([Cl:26])=[CH:22][C:21]=2[F:27])=[C:6]([CH2:8][C:9]2[N:14]=[C:13]([C:15]([NH:37][S:34]([C:28]3[CH:33]=[CH:32][CH:31]=[CH:30][CH:29]=3)(=[O:36])=[O:35])=[O:16])[CH:12]=[CH:11][CH:10]=2)[CH:7]=1. The catalyst class is: 489. (7) Reactant: FC(F)(F)S([O:6][C:7]1[C:12]2[CH:13]=[C:14]([C:16](=[O:18])[CH3:17])[O:15][C:11]=2[CH:10]=[C:9]([O:19][S:20]([C:23]([F:26])([F:25])[F:24])(=[O:22])=[O:21])[CH:8]=1)(=O)=O.C(=O)([O-])[O-].[Cs+].[Cs+]. Product: [F:26][C:23]([F:24])([F:25])[S:20]([O:19][C:9]1[CH:8]=[C:7]([OH:6])[C:12]2[CH:13]=[C:14]([C:16](=[O:18])[CH3:17])[O:15][C:11]=2[CH:10]=1)(=[O:22])=[O:21]. The catalyst class is: 762. (8) Reactant: [Cl:1][C:2]1[CH:3]=[C:4]([CH:11]=[CH:12][N:13]=1)[C:5](N(OC)C)=[O:6].[CH3:14][Mg]Br. Product: [Cl:1][C:2]1[CH:3]=[C:4]([C:5](=[O:6])[CH3:14])[CH:11]=[CH:12][N:13]=1. The catalyst class is: 7.